This data is from Forward reaction prediction with 1.9M reactions from USPTO patents (1976-2016). The task is: Predict the product of the given reaction. (1) The product is: [CH3:14][O:13][C:10]1[CH:11]=[CH:12][C:7]([C:4]2[CH:5]=[CH:6][N:2]([O:1][C:17](=[O:18])[N:16]([CH3:15])[C:20]3[CH:25]=[CH:24][CH:23]=[CH:22][CH:21]=3)[N:3]=2)=[CH:8][CH:9]=1. Given the reactants [OH:1][N:2]1[CH:6]=[CH:5][C:4]([C:7]2[CH:12]=[CH:11][C:10]([O:13][CH3:14])=[CH:9][CH:8]=2)=[N:3]1.[CH3:15][N:16]([C:20]1[CH:25]=[CH:24][CH:23]=[CH:22][CH:21]=1)[C:17](Cl)=[O:18], predict the reaction product. (2) Given the reactants Cl.NO.C([N:7](CC)C(C)C)(C)C.C(OC(=O)[NH:17][C:18](=S)[NH:19][C:20]1[C:25]([Br:26])=[CH:24][CH:23]=[CH:22][N:21]=1)C, predict the reaction product. The product is: [Br:26][C:25]1[C:20]2[N:21]([N:7]=[C:18]([NH2:17])[N:19]=2)[CH:22]=[CH:23][CH:24]=1. (3) Given the reactants [CH3:1][N:2]1[C:7](=[O:8])[C:6]2=[CH:9][N:10]([CH2:12][C:13]3[CH:18]=[CH:17][C:16]([C:19]4[CH:24]=[CH:23][CH:22]=[CH:21][N:20]=4)=[CH:15][CH:14]=3)[CH:11]=[C:5]2[N:4]2[C@H:25]3[CH2:30][CH2:29][CH2:28][C@H:26]3[N:27]=[C:3]12.[C:31]1([S:37][S:37][C:31]2[CH:36]=[CH:35][CH:34]=[CH:33][CH:32]=2)[CH:36]=[CH:35][CH:34]=[CH:33][CH:32]=1.[Li+].C[Si]([N-][Si](C)(C)C)(C)C, predict the reaction product. The product is: [CH3:1][N:2]1[C:7](=[O:8])[C:6]2=[C:9]([S:37][C:31]3[CH:36]=[CH:35][CH:34]=[CH:33][CH:32]=3)[N:10]([CH2:12][C:13]3[CH:14]=[CH:15][C:16]([C:19]4[CH:24]=[CH:23][CH:22]=[CH:21][N:20]=4)=[CH:17][CH:18]=3)[CH:11]=[C:5]2[N:4]2[C@H:25]3[CH2:30][CH2:29][CH2:28][C@H:26]3[N:27]=[C:3]12. (4) Given the reactants [CH3:1][N:2]([CH2:7][C:8](=[N:16][NH2:17])[C:9]1[CH:14]=[CH:13][C:12]([Cl:15])=[CH:11][CH:10]=1)[C:3](OC)=[O:4].CC(C)([O-])C.[K+], predict the reaction product. The product is: [Cl:15][C:12]1[CH:13]=[CH:14][C:9]([C:8]2[CH2:7][N:2]([CH3:1])[C:3](=[O:4])[NH:17][N:16]=2)=[CH:10][CH:11]=1. (5) Given the reactants [Si]([O:8][CH2:9][C:10]1[C:11]([O:37][CH3:38])=[N:12][C:13]2[C:18]([C:19]=1[Cl:20])=[CH:17][C:16]([C:21]([C:30]1[N:34]([CH3:35])[C:33]([CH3:36])=[N:32][CH:31]=1)([C:23]1[N:27]([CH3:28])[C:26]([CH3:29])=[N:25][CH:24]=1)[OH:22])=[CH:15][CH:14]=2)(C(C)(C)C)(C)C.FC(F)(F)C(O)=O, predict the reaction product. The product is: [Cl:20][C:19]1[C:18]2[C:13](=[CH:14][CH:15]=[C:16]([C:21]([C:23]3[N:27]([CH3:28])[C:26]([CH3:29])=[N:25][CH:24]=3)([C:30]3[N:34]([CH3:35])[C:33]([CH3:36])=[N:32][CH:31]=3)[OH:22])[CH:17]=2)[N:12]=[C:11]([O:37][CH3:38])[C:10]=1[CH2:9][OH:8]. (6) Given the reactants [CH:1]([N:4]1[C:25](=[O:26])[C:24]2[N:12]3[CH2:13][CH2:14][C:15]4[CH:16]=[C:17]([O:22][CH3:23])[C:18]([Br:21])=[CH:19][C:20]=4[C:11]3=[C:10]([C:27]3[S:28][CH:29]=[CH:30][CH:31]=3)[C:9]=2[CH2:8][NH:7][CH2:6][CH2:5]1)([CH3:3])[CH3:2].[C:32](O[C:32](=[O:36])[CH:33]([CH3:35])[CH3:34])(=[O:36])[CH:33]([CH3:35])[CH3:34], predict the reaction product. The product is: [CH:1]([N:4]1[C:25](=[O:26])[C:24]2[N:12]3[CH2:13][CH2:14][C:15]4[CH:16]=[C:17]([O:22][CH3:23])[C:18]([Br:21])=[CH:19][C:20]=4[C:11]3=[C:10]([C:27]3[S:28][CH:29]=[CH:30][CH:31]=3)[C:9]=2[CH2:8][N:7]([C:32](=[O:36])[CH:33]([CH3:35])[CH3:34])[CH2:6][CH2:5]1)([CH3:3])[CH3:2]. (7) Given the reactants [Cl:1][C:2]1[CH:3]=[C:4]([NH:16][C:17]2[C:26]3[C:25]([OH:27])=[CH:24][CH:23]=[CH:22][C:21]=3[N:20]=[CH:19][N:18]=2)[CH:5]=[CH:6][C:7]=1[O:8][CH2:9][C:10]1[CH:15]=[CH:14][CH:13]=[CH:12][N:11]=1.C(=O)([O-])[O-].[K+].[K+].Br[CH2:35][C:36]([NH2:38])=[O:37], predict the reaction product. The product is: [Cl:1][C:2]1[CH:3]=[C:4]([NH:16][C:17]2[C:26]3[C:21](=[CH:22][CH:23]=[CH:24][C:25]=3[O:27][CH2:35][C:36]([NH2:38])=[O:37])[N:20]=[CH:19][N:18]=2)[CH:5]=[CH:6][C:7]=1[O:8][CH2:9][C:10]1[CH:15]=[CH:14][CH:13]=[CH:12][N:11]=1.